From a dataset of Full USPTO retrosynthesis dataset with 1.9M reactions from patents (1976-2016). Predict the reactants needed to synthesize the given product. (1) Given the product [O:1]1[CH:5]=[CH:4][CH:3]=[C:2]1[N:6]1[CH:10]=[CH:9][CH:8]=[C:7]1[CH:16]([C:15]1[CH:23]=[CH:24][CH:25]=[CH:26][C:14]=1[O:13][CH3:12])[N:17]1[CH2:22][CH2:21][CH2:20][CH2:19][CH2:18]1, predict the reactants needed to synthesize it. The reactants are: [O:1]1[CH:5]=[CH:4][CH:3]=[C:2]1[N:6]1[CH:10]=[CH:9][CH:8]=[CH:7]1.[Cl-].[CH3:12][O:13][C:14]1[CH:26]=[CH:25][CH:24]=[CH:23][C:15]=1[CH:16]=[N+:17]1[CH2:22][CH2:21][CH2:20][CH2:19][CH2:18]1. (2) Given the product [CH3:8][N:9]([CH3:25])[N:10]1[C:19]2[C:14](=[CH:15][C:16]([CH:3]=[CH:2][CH2:1][O:4][CH2:5][CH2:6][OH:7])=[CH:17][CH:18]=2)[C:13](=[O:21])[C:12]([C:22]([OH:24])=[O:23])=[CH:11]1, predict the reactants needed to synthesize it. The reactants are: [CH2:1]([O:4][CH2:5][CH2:6][OH:7])[CH:2]=[CH2:3].[CH3:8][N:9]([CH3:25])[N:10]1[C:19]2[C:14](=[CH:15][C:16](I)=[CH:17][CH:18]=2)[C:13](=[O:21])[C:12]([C:22]([OH:24])=[O:23])=[CH:11]1.CCN(CC)CC. (3) Given the product [F:19][C:16]1[CH:17]=[CH:18][C:13]([S:10]([C@H:8]2[CH2:7][N:6]([C:24]3[N:25]([CH:30]4[CH2:31][CH2:32][O:33][CH2:34][CH2:35]4)[N:26]=[C:27]([CH3:29])[CH:28]=3)[C@H:5]([C:3]([OH:4])=[O:2])[CH2:9]2)(=[O:11])=[O:12])=[C:14]([C:20]([F:22])([F:21])[F:23])[CH:15]=1, predict the reactants needed to synthesize it. The reactants are: C[O:2][C:3]([C@@H:5]1[CH2:9][C@@H:8]([S:10]([C:13]2[CH:18]=[CH:17][C:16]([F:19])=[CH:15][C:14]=2[C:20]([F:23])([F:22])[F:21])(=[O:12])=[O:11])[CH2:7][N:6]1[C:24]1[N:25]([CH:30]2[CH2:35][CH2:34][O:33][CH2:32][CH2:31]2)[N:26]=[C:27]([CH3:29])[CH:28]=1)=[O:4].[OH-].[Li+]. (4) Given the product [Br:14][C:15]1[CH:16]=[C:17]([C:22]2([C:2]3[CH:7]=[CH:6][C:5]([O:8][CH3:9])=[C:4]([CH3:10])[CH:3]=3)[C:30]3[C:31](=[CH:32][CH:33]=[CH:34][CH:35]=3)[C:36]([NH2:37])=[N:23]2)[CH:18]=[CH:19][C:20]=1[F:21], predict the reactants needed to synthesize it. The reactants are: Br[C:2]1[CH:7]=[CH:6][C:5]([O:8][CH3:9])=[C:4]([CH3:10])[CH:3]=1.[Mg].II.[Br:14][C:15]1[CH:16]=[C:17]([C:22]([C:30]2[CH:35]=[CH:34][CH:33]=[CH:32][C:31]=2[C:36]#[N:37])=[N:23]S(C(C)(C)C)=O)[CH:18]=[CH:19][C:20]=1[F:21]. (5) Given the product [CH2:22]([C:21]1[N:39]2[N:40]=[CH:41][N:42]=[C:38]2[N:37]([CH:34]2[CH2:33][CH2:32][C:31]3([O:27][CH2:28][CH2:29][O:30]3)[CH2:36][CH2:35]2)[C:17](=[O:18])[C:16]=1[CH2:15][C:12]1[CH:11]=[CH:10][C:9]([C:4]2[C:3]([C:1]#[N:2])=[CH:8][CH:7]=[CH:6][CH:5]=2)=[CH:14][CH:13]=1)[CH2:23][CH2:24][CH3:25], predict the reactants needed to synthesize it. The reactants are: [C:1]([C:3]1[CH:8]=[CH:7][CH:6]=[CH:5][C:4]=1[C:9]1[CH:14]=[CH:13][C:12]([CH2:15][CH:16]([C:21](=O)[CH2:22][CH2:23][CH2:24][CH3:25])[C:17](OC)=[O:18])=[CH:11][CH:10]=1)#[N:2].[O:27]1[C:31]2([CH2:36][CH2:35][CH:34]([NH:37][C:38]3[NH:42][CH:41]=[N:40][N:39]=3)[CH2:33][CH2:32]2)[O:30][CH2:29][CH2:28]1. (6) Given the product [C:33]1([N:32]([C:39]2[CH:44]=[CH:43][CH:42]=[CH:41][CH:40]=2)[NH2:30])[CH:34]=[CH:35][CH:36]=[CH:37][CH:38]=1, predict the reactants needed to synthesize it. The reactants are: C1(NC2C=CC=CC=2)C=CC=CC=1.C(O)(=O)C.N([O-])=O.[Na+].[OH-].[Na+].[NH2+]([O-])(=O)C(N)=S.[N:30]([N:32]([C:39]1[CH:44]=[CH:43][CH:42]=[CH:41][CH:40]=1)[C:33]1[CH:38]=[CH:37][CH:36]=[CH:35][CH:34]=1)=O. (7) Given the product [Cl:1][C:2]1[CH:7]=[CH:6][CH:5]=[CH:4][C:3]=1[N:8]1[C:12]([C:13]([NH:51][NH:50][C:48](=[O:49])[C:47]2[CH:52]=[CH:53][CH:54]=[C:45]([S:42]([CH3:41])(=[O:43])=[O:44])[CH:46]=2)=[O:15])=[CH:11][C:10]([C:16]([O:18][CH3:19])=[O:17])=[N:9]1, predict the reactants needed to synthesize it. The reactants are: [Cl:1][C:2]1[CH:7]=[CH:6][CH:5]=[CH:4][C:3]=1[N:8]1[C:12]([C:13]([OH:15])=O)=[CH:11][C:10]([C:16]([O:18][CH3:19])=[O:17])=[N:9]1.CCN=C=NCCCN(C)C.C1C=CC2N(O)N=NC=2C=1.[CH3:41][S:42]([C:45]1[CH:46]=[C:47]([CH:52]=[CH:53][CH:54]=1)[C:48]([NH:50][NH2:51])=[O:49])(=[O:44])=[O:43]. (8) Given the product [C:1]1([NH:7][C:8](=[O:15])[C:9]2[CH:14]=[CH:13][N:12]=[CH:11][C:10]=2[I:21])[CH:6]=[CH:5][CH:4]=[CH:3][CH:2]=1, predict the reactants needed to synthesize it. The reactants are: [C:1]1([NH:7][C:8](=[O:15])[C:9]2[CH:14]=[CH:13][N:12]=[CH:11][CH:10]=2)[CH:6]=[CH:5][CH:4]=[CH:3][CH:2]=1.[Li]CCCC.[I:21]I.S(S([O-])=O)([O-])(=O)=O.[K+].[K+]. (9) Given the product [CH2:25]([S:24][C:21]1[CH:22]=[CH:23][C:18]([NH:17][C:2]2[CH:7]=[N:6][C:5]([C:8]3[CH:13]=[CH:12][CH:11]=[C:10]([F:14])[CH:9]=3)=[CH:4][C:3]=2[O:15][CH3:16])=[C:19](/[CH:32]=[CH:33]/[C:34]([O:36][CH2:37][CH3:38])=[O:35])[CH:20]=1)[C:26]1[CH:27]=[CH:28][CH:29]=[CH:30][CH:31]=1, predict the reactants needed to synthesize it. The reactants are: Br[C:2]1[C:3]([O:15][CH3:16])=[CH:4][C:5]([C:8]2[CH:13]=[CH:12][CH:11]=[C:10]([F:14])[CH:9]=2)=[N:6][CH:7]=1.[NH2:17][C:18]1[CH:23]=[CH:22][C:21]([S:24][CH2:25][C:26]2[CH:31]=[CH:30][CH:29]=[CH:28][CH:27]=2)=[CH:20][C:19]=1/[CH:32]=[CH:33]/[C:34]([O:36][CH2:37][CH3:38])=[O:35].CC1(C)C2C(=C(P(C3C=CC=CC=3)C3C=CC=CC=3)C=CC=2)OC2C(P(C3C=CC=CC=3)C3C=CC=CC=3)=CC=CC1=2.C(=O)([O-])[O-].[Cs+].[Cs+].